Dataset: Full USPTO retrosynthesis dataset with 1.9M reactions from patents (1976-2016). Task: Predict the reactants needed to synthesize the given product. (1) Given the product [NH2:13][C:11]1[CH:10]=[CH:9][C:4]([C:5]([O:7][CH3:8])=[O:6])=[C:3]([O:2][CH3:1])[CH:12]=1, predict the reactants needed to synthesize it. The reactants are: [CH3:1][O:2][C:3]1[CH:12]=[C:11]([N+:13]([O-])=O)[CH:10]=[CH:9][C:4]=1[C:5]([O:7][CH3:8])=[O:6]. (2) The reactants are: [NH2:1][C:2]1[CH:3]=[C:4]([N:9]([CH3:25])[C:10]2[N:15]=[C:14]3[S:16][C:17]([NH:19][C:20]([CH:22]4[CH2:24][CH2:23]4)=[O:21])=[N:18][C:13]3=[CH:12][CH:11]=2)[CH:5]=[CH:6][C:7]=1[F:8].[C:26]([C:30]1[CH:35]=[CH:34][C:33]([N:36]=[C:37]=[O:38])=[CH:32][CH:31]=1)([CH3:29])([CH3:28])[CH3:27]. Given the product [C:26]([C:30]1[CH:35]=[CH:34][C:33]([NH:36][C:37]([NH:1][C:2]2[CH:3]=[C:4]([N:9]([CH3:25])[C:10]3[N:15]=[C:14]4[S:16][C:17]([NH:19][C:20]([CH:22]5[CH2:23][CH2:24]5)=[O:21])=[N:18][C:13]4=[CH:12][CH:11]=3)[CH:5]=[CH:6][C:7]=2[F:8])=[O:38])=[CH:32][CH:31]=1)([CH3:29])([CH3:27])[CH3:28], predict the reactants needed to synthesize it. (3) Given the product [Cl:1][C:2]1[C:6]([N:7]([CH3:8])[C:28]([C@H:25]2[CH2:24][C@@H:23]([NH:22][C:20](=[O:21])[O:19][C:15]([CH3:16])([CH3:17])[CH3:18])[CH2:27][CH2:26]2)=[O:30])=[CH:5][N:4]([C:9]2[CH:10]=[N:11][CH:12]=[CH:13][CH:14]=2)[N:3]=1, predict the reactants needed to synthesize it. The reactants are: [Cl:1][C:2]1[C:6]([NH:7][CH3:8])=[CH:5][N:4]([C:9]2[CH:10]=[N:11][CH:12]=[CH:13][CH:14]=2)[N:3]=1.[C:15]([O:19][C:20]([NH:22][C@@H:23]1[CH2:27][CH2:26][C@H:25]([C:28]([OH:30])=O)[CH2:24]1)=[O:21])([CH3:18])([CH3:17])[CH3:16].F[P-](F)(F)(F)(F)F.N1(OC(N(C)C)=[N+](C)C)C2N=CC=CC=2N=N1.CN1CCOCC1. (4) Given the product [CH3:14][N:13]([CH3:15])[C:11]([C:9]1[N:8]([CH:16]2[CH2:21][CH2:20][CH2:19][O:18][CH2:17]2)[C:6]2[N:7]=[C:2]([NH:22][C:23]3[N:28]=[CH:27][C:26]([N:29]4[CH2:44][CH2:43][C:31]5([N:35]([C:36]([O:38][C:39]([CH3:41])([CH3:42])[CH3:40])=[O:37])[CH2:34][CH2:33][CH2:32]5)[C:30]4=[O:45])=[CH:25][CH:24]=3)[N:3]=[CH:4][C:5]=2[CH:10]=1)=[O:12], predict the reactants needed to synthesize it. The reactants are: Cl[C:2]1[N:3]=[CH:4][C:5]2[CH:10]=[C:9]([C:11]([N:13]([CH3:15])[CH3:14])=[O:12])[N:8]([CH:16]3[CH2:21][CH2:20][CH2:19][O:18][CH2:17]3)[C:6]=2[N:7]=1.[NH2:22][C:23]1[N:28]=[CH:27][C:26]([N:29]2[CH2:44][CH2:43][C:31]3([N:35]([C:36]([O:38][C:39]([CH3:42])([CH3:41])[CH3:40])=[O:37])[CH2:34][CH2:33][CH2:32]3)[C:30]2=[O:45])=[CH:25][CH:24]=1. (5) Given the product [Cl:1][C:2]1[CH:10]=[CH:9][C:5]([C:6]([N:20]([C:14]2[CH:15]=[CH:16][C:17]([O:18][CH3:19])=[C:12]([F:11])[CH:13]=2)[N:21]=[CH:22][CH3:23])=[O:7])=[CH:4][CH:3]=1, predict the reactants needed to synthesize it. The reactants are: [Cl:1][C:2]1[CH:10]=[CH:9][C:5]([C:6](Cl)=[O:7])=[CH:4][CH:3]=1.[F:11][C:12]1[CH:13]=[C:14]([NH:20][N:21]=[CH:22][CH3:23])[CH:15]=[CH:16][C:17]=1[O:18][CH3:19].N1C=CC=CC=1.